From a dataset of Peptide-MHC class I binding affinity with 185,985 pairs from IEDB/IMGT. Regression. Given a peptide amino acid sequence and an MHC pseudo amino acid sequence, predict their binding affinity value. This is MHC class I binding data. (1) The peptide sequence is MAVTAAPYI. The MHC is HLA-A25:01 with pseudo-sequence HLA-A25:01. The binding affinity (normalized) is 0.0847. (2) The peptide sequence is STSRSYMSF. The MHC is HLA-A03:01 with pseudo-sequence HLA-A03:01. The binding affinity (normalized) is 0.0847. (3) The peptide sequence is EKFQKDPPF. The MHC is Mamu-B17 with pseudo-sequence Mamu-B17. The binding affinity (normalized) is 0. (4) The binding affinity (normalized) is 0.0847. The peptide sequence is TVLEFILQK. The MHC is HLA-A26:03 with pseudo-sequence HLA-A26:03.